From a dataset of Forward reaction prediction with 1.9M reactions from USPTO patents (1976-2016). Predict the product of the given reaction. (1) Given the reactants [OH:1][C:2]1[CH:3]=[C:4]([CH2:8][C:9]([O:11][CH2:12][CH3:13])=[O:10])[CH:5]=[CH:6][CH:7]=1.[H-].[Na+].Cl[CH2:17][O:18][CH3:19].O, predict the reaction product. The product is: [CH3:17][O:18][CH2:19][O:1][C:2]1[CH:3]=[C:4]([CH2:8][C:9]([O:11][CH2:12][CH3:13])=[O:10])[CH:5]=[CH:6][CH:7]=1. (2) Given the reactants Br[C:2]1[C:10]2[C:6](=[N:7][S:8][N:9]=2)[C:5](Br)=[CH:4][CH:3]=1.[S:12]1[CH:16]=[CH:15][CH:14]=[C:13]1B(O)O.C(=O)([O-])[O-].[Na+].[Na+], predict the reaction product. The product is: [S:12]1[CH:16]=[CH:15][CH:14]=[C:13]1[C:2]1[C:10]2[C:6](=[N:7][S:8][N:9]=2)[C:5]([C:13]2[S:12][CH:16]=[CH:15][CH:14]=2)=[CH:4][CH:3]=1.